This data is from Full USPTO retrosynthesis dataset with 1.9M reactions from patents (1976-2016). The task is: Predict the reactants needed to synthesize the given product. (1) The reactants are: [CH3:1][O:2][C:3]1[C:14]([O:15][CH3:16])=[CH:13][C:12]2=[C:17]3[C:4]=1[CH2:5][CH:6](O)[N:7]([C:18]1[CH:23]=[CH:22][C:21]([Cl:24])=[CH:20][CH:19]=1)[C:8]3=[N:9][CH:10]=[N:11]2.C(N(CC)CC)C.CS(Cl)(=O)=O. Given the product [Cl:24][C:21]1[CH:22]=[CH:23][C:18]([N:7]2[CH:6]=[CH:5][C:4]3[C:17]4[C:8]2=[N:9][CH:10]=[N:11][C:12]=4[CH:13]=[C:14]([O:15][CH3:16])[C:3]=3[O:2][CH3:1])=[CH:19][CH:20]=1, predict the reactants needed to synthesize it. (2) Given the product [C:12]1([S:9]([CH2:8][CH:7]=[CH:6][CH:5]=[CH:4][C:3]([OH:18])=[O:2])(=[O:11])=[O:10])[CH:13]=[CH:14][CH:15]=[CH:16][CH:17]=1, predict the reactants needed to synthesize it. The reactants are: C[O:2][C:3](=[O:18])[CH:4]=[CH:5][CH:6]=[CH:7][CH2:8][S:9]([C:12]1[CH:17]=[CH:16][CH:15]=[CH:14][CH:13]=1)(=[O:11])=[O:10].[OH-].[Na+]. (3) Given the product [CH:33]1([CH2:36][O:37][NH:38][C:28]([C:10]2[C:9]([NH:8][C:5]3[CH:6]=[CH:7][C:2]([Br:1])=[CH:3][C:4]=3[Cl:31])=[C:26]([F:27])[C:13]3[N:14]=[CH:15][N:16]([CH2:17][CH2:18][C:19](=[O:25])[N:20]4[CH2:24][CH2:23][CH2:22][CH2:21]4)[C:12]=3[CH:11]=2)=[O:29])[CH2:35][CH2:34]1, predict the reactants needed to synthesize it. The reactants are: [Br:1][C:2]1[CH:7]=[CH:6][C:5]([NH:8][C:9]2[C:10]([C:28](O)=[O:29])=[CH:11][C:12]3[N:16]([CH2:17][CH2:18][C:19](=[O:25])[N:20]4[CH2:24][CH2:23][CH2:22][CH2:21]4)[CH:15]=[N:14][C:13]=3[C:26]=2[F:27])=[C:4]([Cl:31])[CH:3]=1.Cl.[CH:33]1([CH2:36][O:37][NH2:38])[CH2:35][CH2:34]1. (4) Given the product [NH2:8][C:6]1[CH:7]=[C:2]([CH3:1])[CH:3]=[C:4]([O:12][CH2:13][CH2:14][CH2:15][N:16]2[CH2:17][CH2:18][O:19][CH2:20][CH2:21]2)[C:5]=1[OH:11], predict the reactants needed to synthesize it. The reactants are: [CH3:1][C:2]1[CH:7]=[C:6]([N+:8]([O-])=O)[C:5]([OH:11])=[C:4]([O:12][CH2:13][CH2:14][CH2:15][N:16]2[CH2:21][CH2:20][O:19][CH2:18][CH2:17]2)[CH:3]=1. (5) Given the product [Cl:2][C:3]1[C:4]([N:9]2[CH2:10][CH2:11][N:12]([C:16]3[NH:20][C:19]4[CH:21]=[C:22]([C:25]([F:28])([F:27])[F:26])[CH:23]=[CH:24][C:18]=4[N:17]=3)[CH2:13][CH2:14]2)=[N:5][CH:6]=[CH:7][CH:8]=1, predict the reactants needed to synthesize it. The reactants are: Cl.[Cl:2][C:3]1[C:4]([N:9]2[CH2:14][CH2:13][NH:12][CH2:11][CH2:10]2)=[N:5][CH:6]=[CH:7][CH:8]=1.Cl[C:16]1[NH:20][C:19]2[CH:21]=[C:22]([C:25]([F:28])([F:27])[F:26])[CH:23]=[CH:24][C:18]=2[N:17]=1.C(N(CC)C(C)C)(C)C.